From a dataset of NCI-60 drug combinations with 297,098 pairs across 59 cell lines. Regression. Given two drug SMILES strings and cell line genomic features, predict the synergy score measuring deviation from expected non-interaction effect. (1) Drug 1: C1=CC(=CC=C1CCC2=CNC3=C2C(=O)NC(=N3)N)C(=O)NC(CCC(=O)O)C(=O)O. Cell line: UACC62. Synergy scores: CSS=12.5, Synergy_ZIP=-0.797, Synergy_Bliss=5.80, Synergy_Loewe=-0.0920, Synergy_HSA=3.73. Drug 2: CC(C)CN1C=NC2=C1C3=CC=CC=C3N=C2N. (2) Drug 1: CC1=C(C(=O)C2=C(C1=O)N3CC4C(C3(C2COC(=O)N)OC)N4)N. Drug 2: B(C(CC(C)C)NC(=O)C(CC1=CC=CC=C1)NC(=O)C2=NC=CN=C2)(O)O. Cell line: HOP-62. Synergy scores: CSS=78.7, Synergy_ZIP=-0.191, Synergy_Bliss=-1.26, Synergy_Loewe=-1.54, Synergy_HSA=-0.237. (3) Drug 1: C1CCC(CC1)NC(=O)N(CCCl)N=O. Drug 2: C1CN1P(=S)(N2CC2)N3CC3. Cell line: LOX IMVI. Synergy scores: CSS=51.4, Synergy_ZIP=-14.6, Synergy_Bliss=-4.04, Synergy_Loewe=-0.681, Synergy_HSA=1.52. (4) Drug 1: CS(=O)(=O)CCNCC1=CC=C(O1)C2=CC3=C(C=C2)N=CN=C3NC4=CC(=C(C=C4)OCC5=CC(=CC=C5)F)Cl. Drug 2: CC1CCCC2(C(O2)CC(NC(=O)CC(C(C(=O)C(C1O)C)(C)C)O)C(=CC3=CSC(=N3)C)C)C. Cell line: SK-OV-3. Synergy scores: CSS=44.5, Synergy_ZIP=1.24, Synergy_Bliss=1.19, Synergy_Loewe=-12.6, Synergy_HSA=3.59. (5) Drug 1: CC1C(C(=O)NC(C(=O)N2CCCC2C(=O)N(CC(=O)N(C(C(=O)O1)C(C)C)C)C)C(C)C)NC(=O)C3=C4C(=C(C=C3)C)OC5=C(C(=O)C(=C(C5=N4)C(=O)NC6C(OC(=O)C(N(C(=O)CN(C(=O)C7CCCN7C(=O)C(NC6=O)C(C)C)C)C)C(C)C)C)N)C. Drug 2: COC1=NC(=NC2=C1N=CN2C3C(C(C(O3)CO)O)O)N. Cell line: KM12. Synergy scores: CSS=-1.95, Synergy_ZIP=1.36, Synergy_Bliss=1.05, Synergy_Loewe=-4.49, Synergy_HSA=-3.44. (6) Drug 1: CC1=C2C(C(=O)C3(C(CC4C(C3C(C(C2(C)C)(CC1OC(=O)C(C(C5=CC=CC=C5)NC(=O)OC(C)(C)C)O)O)OC(=O)C6=CC=CC=C6)(CO4)OC(=O)C)O)C)O. Drug 2: CC1=C(C(=O)C2=C(C1=O)N3CC4C(C3(C2COC(=O)N)OC)N4)N. Cell line: OVCAR3. Synergy scores: CSS=22.7, Synergy_ZIP=-12.7, Synergy_Bliss=-14.1, Synergy_Loewe=-35.4, Synergy_HSA=-10.9.